Dataset: NCI-60 drug combinations with 297,098 pairs across 59 cell lines. Task: Regression. Given two drug SMILES strings and cell line genomic features, predict the synergy score measuring deviation from expected non-interaction effect. (1) Drug 1: C1=NC2=C(N1)C(=S)N=C(N2)N. Drug 2: CCC1(CC2CC(C3=C(CCN(C2)C1)C4=CC=CC=C4N3)(C5=C(C=C6C(=C5)C78CCN9C7C(C=CC9)(C(C(C8N6C)(C(=O)OC)O)OC(=O)C)CC)OC)C(=O)OC)O.OS(=O)(=O)O. Cell line: SK-MEL-2. Synergy scores: CSS=43.1, Synergy_ZIP=-6.94, Synergy_Bliss=-8.83, Synergy_Loewe=-13.3, Synergy_HSA=-8.22. (2) Drug 1: CCCCC(=O)OCC(=O)C1(CC(C2=C(C1)C(=C3C(=C2O)C(=O)C4=C(C3=O)C=CC=C4OC)O)OC5CC(C(C(O5)C)O)NC(=O)C(F)(F)F)O. Drug 2: COC1=C2C(=CC3=C1OC=C3)C=CC(=O)O2. Cell line: HOP-92. Synergy scores: CSS=55.0, Synergy_ZIP=3.91, Synergy_Bliss=3.33, Synergy_Loewe=-9.89, Synergy_HSA=2.93. (3) Drug 1: CC1=C2C(C(=O)C3(C(CC4C(C3C(C(C2(C)C)(CC1OC(=O)C(C(C5=CC=CC=C5)NC(=O)C6=CC=CC=C6)O)O)OC(=O)C7=CC=CC=C7)(CO4)OC(=O)C)O)C)OC(=O)C. Drug 2: C(=O)(N)NO. Cell line: BT-549. Synergy scores: CSS=7.12, Synergy_ZIP=-3.62, Synergy_Bliss=-1.52, Synergy_Loewe=-15.5, Synergy_HSA=-2.69. (4) Drug 1: CN(CCCl)CCCl.Cl. Drug 2: C1=NNC2=C1C(=O)NC=N2. Cell line: MOLT-4. Synergy scores: CSS=31.7, Synergy_ZIP=-1.08, Synergy_Bliss=0.370, Synergy_Loewe=-20.0, Synergy_HSA=1.84.